Dataset: Forward reaction prediction with 1.9M reactions from USPTO patents (1976-2016). Task: Predict the product of the given reaction. (1) Given the reactants [F:1][C:2]([F:7])([F:6])[C:3]([OH:5])=[O:4].[S:8]1[CH:12]=[CH:11][N:10]=[C:9]1[C:13]1[CH:18]=[CH:17][CH:16]=[CH:15][C:14]=1[NH:19][C:20]([O:22][CH2:23][CH:24]1[CH2:29][CH2:28][N:27](C(OC(C)(C)C)=O)[CH2:26][CH2:25]1)=[O:21], predict the reaction product. The product is: [F:1][C:2]([F:7])([F:6])[C:3]([OH:5])=[O:4].[S:8]1[CH:12]=[CH:11][N:10]=[C:9]1[C:13]1[CH:18]=[CH:17][CH:16]=[CH:15][C:14]=1[NH:19][C:20](=[O:21])[O:22][CH2:23][CH:24]1[CH2:29][CH2:28][NH:27][CH2:26][CH2:25]1. (2) Given the reactants Br[C:2]1[CH:7]=[CH:6][CH:5]=[C:4]([C:8]([CH3:10])=[CH2:9])[N:3]=1.[F:11][C:12]([F:51])([F:50])[C:13]1[CH:14]=[C:15]([C@H:23]2[O:27][C:26](=[O:28])[N:25]([CH2:29][C:30]3[CH:35]=[C:34]([C:36]([F:39])([F:38])[F:37])[CH:33]=[CH:32][C:31]=3B3OC(C)(C)C(C)(C)O3)[C@H:24]2[CH3:49])[CH:16]=[C:17]([C:19]([F:22])([F:21])[F:20])[CH:18]=1.COCCOC.C([O-])([O-])=O.[Na+].[Na+], predict the reaction product. The product is: [F:51][C:12]([F:11])([F:50])[C:13]1[CH:14]=[C:15]([C@H:23]2[O:27][C:26](=[O:28])[N:25]([CH2:29][C:30]3[CH:35]=[C:34]([C:36]([F:37])([F:38])[F:39])[CH:33]=[CH:32][C:31]=3[C:2]3[CH:7]=[CH:6][CH:5]=[C:4]([C:8]([CH3:10])=[CH2:9])[N:3]=3)[C@H:24]2[CH3:49])[CH:16]=[C:17]([C:19]([F:20])([F:22])[F:21])[CH:18]=1. (3) Given the reactants [F:1][C:2]1[CH:7]=[CH:6][C:5]([NH:8][C:9]2[CH:14]=[CH:13][N:12]=[C:11]([NH:15][C:16]3[CH:21]=[CH:20][C:19]([S:22]([N:25]([CH3:32])[CH:26]4[CH2:31][CH2:30][NH:29][CH2:28][CH2:27]4)(=[O:24])=[O:23])=[CH:18][CH:17]=3)[N:10]=2)=[CH:4][CH:3]=1.[CH3:33][CH:34]([CH3:37])[CH:35]=O, predict the reaction product. The product is: [F:1][C:2]1[CH:7]=[CH:6][C:5]([NH:8][C:9]2[CH:14]=[CH:13][N:12]=[C:11]([NH:15][C:16]3[CH:17]=[CH:18][C:19]([S:22]([N:25]([CH:26]4[CH2:31][CH2:30][N:29]([CH2:33][CH:34]([CH3:37])[CH3:35])[CH2:28][CH2:27]4)[CH3:32])(=[O:23])=[O:24])=[CH:20][CH:21]=3)[N:10]=2)=[CH:4][CH:3]=1. (4) Given the reactants [CH3:1][O:2][C:3]([C:5]1[N:6]=[C:7]([NH2:11])[S:8][C:9]=1[CH3:10])=[O:4].CCN(CC)CC.[Cl:19][C:20]1[CH:28]=[CH:27][C:23]([C:24](Cl)=[O:25])=[CH:22][CH:21]=1.O, predict the reaction product. The product is: [CH3:1][O:2][C:3]([C:5]1[N:6]=[C:7]([NH:11][C:24](=[O:25])[C:23]2[CH:27]=[CH:28][C:20]([Cl:19])=[CH:21][CH:22]=2)[S:8][C:9]=1[CH3:10])=[O:4]. (5) Given the reactants [CH2:1]1[C:13]2[NH:12][C:11]3[C:6](=[CH:7][CH:8]=[CH:9][CH:10]=3)[C:5]=2[CH2:4][CH2:3][NH:2]1.Br[CH2:15][C:16]([O:18][C:19]([CH3:22])([CH3:21])[CH3:20])=[O:17].[Na+].[I-].C([O-])([O-])=O.[K+].[K+], predict the reaction product. The product is: [CH2:1]1[C:13]2[NH:12][C:11]3[C:6](=[CH:7][CH:8]=[CH:9][CH:10]=3)[C:5]=2[CH2:4][CH2:3][N:2]1[CH2:15][C:16]([O:18][C:19]([CH3:22])([CH3:21])[CH3:20])=[O:17]. (6) Given the reactants [OH2:1].[Br-:2].[Br-:2].[C:17]1(P([C:17]2[CH:22]=[CH:21][CH:20]=[CH:19][CH:18]=2)C2C=CC=CC=2)[CH:22]=[CH:21][CH:20]=[CH:19][CH:18]=1, predict the reaction product. The product is: [Br:2][CH2:19][CH2:18][C:17]1[O:1][C:17]2[CH:18]=[CH:19][CH:20]=[CH:21][C:22]=2[CH:22]=1. (7) Given the reactants C[O:2][C:3](=O)[CH:4]([C:9]1[CH:14]=[CH:13][C:12]([Br:15])=[CH:11][CH:10]=1)[C:5](OC)=[O:6].[Na].Cl.[CH:19]([NH2:21])=[NH:20], predict the reaction product. The product is: [Br:15][C:12]1[CH:13]=[CH:14][C:9]([C:4]2[C:5]([OH:6])=[N:20][CH:19]=[N:21][C:3]=2[OH:2])=[CH:10][CH:11]=1.